This data is from Forward reaction prediction with 1.9M reactions from USPTO patents (1976-2016). The task is: Predict the product of the given reaction. Given the reactants [CH2:1]([C:8]1[N:9]=[N:10][C:11]([N:16]2[CH2:21][CH2:20][NH:19][CH2:18][CH2:17]2)=[C:12]([CH3:15])[C:13]=1[CH3:14])[C:2]1[CH:7]=[CH:6][CH:5]=[CH:4][CH:3]=1.[C:22]1([N:28]=[C:29]=[O:30])[CH:27]=[CH:26][CH:25]=[CH:24][CH:23]=1, predict the reaction product. The product is: [C:22]1([NH:28][C:29]([N:19]2[CH2:18][CH2:17][N:16]([C:11]3[N:10]=[N:9][C:8]([CH2:1][C:2]4[CH:7]=[CH:6][CH:5]=[CH:4][CH:3]=4)=[C:13]([CH3:14])[C:12]=3[CH3:15])[CH2:21][CH2:20]2)=[O:30])[CH:27]=[CH:26][CH:25]=[CH:24][CH:23]=1.